Dataset: Forward reaction prediction with 1.9M reactions from USPTO patents (1976-2016). Task: Predict the product of the given reaction. (1) Given the reactants FC1C=CC(C([N:8]2[CH2:12][CH2:11][C:10]([CH:15]([CH3:17])[CH3:16])([C:13]#[N:14])[C:9]2=[O:18])=O)=CC=1.C(N)CCCCCCC, predict the reaction product. The product is: [CH:15]([C:10]1([C:13]#[N:14])[CH2:11][CH2:12][NH:8][C:9]1=[O:18])([CH3:17])[CH3:16]. (2) Given the reactants [C:1]([O:5][C:6]([N:8]([O:28]C(OC(C)(C)C)=O)[C:9]1([CH3:27])[C:13](=[O:14])[N:12]([CH3:15])[N:11]=[C:10]1[C:16]1[CH:21]=[CH:20][C:19]([S:22]([CH3:25])(=[O:24])=[O:23])=[C:18](F)[CH:17]=1)=[O:7])([CH3:4])([CH3:3])[CH3:2].[CH3:36][N:37]1[CH2:42][CH2:41][NH:40][CH2:39][CH2:38]1, predict the reaction product. The product is: [OH:28][N:8]([C:9]1([CH3:27])[C:13](=[O:14])[N:12]([CH3:15])[N:11]=[C:10]1[C:16]1[CH:21]=[CH:20][C:19]([S:22]([CH3:25])(=[O:24])=[O:23])=[C:18]([N:40]2[CH2:41][CH2:42][N:37]([CH3:36])[CH2:38][CH2:39]2)[CH:17]=1)[C:6](=[O:7])[O:5][C:1]([CH3:2])([CH3:4])[CH3:3]. (3) Given the reactants [CH3:1][NH:2][S:3]([C:6]1[CH:7]=[C:8]2[C:12](=[CH:13][CH:14]=1)[NH:11][C:10](=[O:15])[CH2:9]2)(=[O:5])=[O:4].[CH3:16][N:17]([CH3:32])[CH2:18][CH2:19][CH2:20][C:21]1[C:29]2[C:24](=[CH:25][CH:26]=[CH:27][CH:28]=2)[NH:23][C:22]=1[CH:30]=O, predict the reaction product. The product is: [CH3:1][NH:2][S:3]([C:6]1[CH:7]=[C:8]2[C:12](=[CH:13][CH:14]=1)[NH:11][C:10](=[O:15])[C:9]2=[CH:30][C:22]1[NH:23][C:24]2[C:29]([C:21]=1[CH2:20][CH2:19][CH2:18][N:17]([CH3:32])[CH3:16])=[CH:28][CH:27]=[CH:26][CH:25]=2)(=[O:5])=[O:4]. (4) Given the reactants Br[C:2]1[C:3]([C:16]2[CH:23]=[CH:22][C:19]([C:20]#[N:21])=[C:18]([F:24])[CH:17]=2)=[N:4][C:5]([N:8]2[CH2:13][CH2:12][CH:11]([NH:14][CH3:15])[CH2:10][CH2:9]2)=[CH:6][N:7]=1.[CH3:25][C:26]([OH:30])([C:28]#[CH:29])[CH3:27], predict the reaction product. The product is: [F:24][C:18]1[CH:17]=[C:16]([C:3]2[C:2]([C:29]#[C:28][C:26]([OH:30])([CH3:27])[CH3:25])=[N:7][CH:6]=[C:5]([N:8]3[CH2:13][CH2:12][CH:11]([NH:14][CH3:15])[CH2:10][CH2:9]3)[N:4]=2)[CH:23]=[CH:22][C:19]=1[C:20]#[N:21]. (5) Given the reactants [F:1][C:2]([F:31])([F:30])[C:3]1[CH:4]=[C:5]([NH:13][C:14](SC)=[C:15]([S:18]([C:21]2[CH:26]=[CH:25][C:24]([Cl:27])=[CH:23][CH:22]=2)(=[O:20])=[O:19])[C:16]#[N:17])[CH:6]=[C:7]([C:9]([F:12])([F:11])[F:10])[CH:8]=1.[CH3:32][C@@H:33]([NH2:37])[CH:34]([CH3:36])[CH3:35], predict the reaction product. The product is: [F:31][C:2]([F:30])([F:1])[C:3]1[CH:4]=[C:5]([NH:13][C:14]([NH:37][C@H:33]([CH3:32])[CH:34]([CH3:36])[CH3:35])=[C:15]([S:18]([C:21]2[CH:26]=[CH:25][C:24]([Cl:27])=[CH:23][CH:22]=2)(=[O:19])=[O:20])[C:16]#[N:17])[CH:6]=[C:7]([C:9]([F:12])([F:11])[F:10])[CH:8]=1. (6) Given the reactants [NH2:1][C:2]1[C:7]([NH2:8])=[C:6]([NH:9][C@@H:10]2[C@@H:15]3[CH2:16][C@@H:12]([CH:13]=[CH:14]3)[C@@H:11]2[C:17]([NH2:19])=[O:18])[C:5]([Cl:20])=[CH:4][N:3]=1.[Cl:21][C:22]1[CH:29]=[CH:28][CH:27]=[CH:26][C:23]=1[CH:24]=O.C([O-])(=O)C.[NH4+], predict the reaction product. The product is: [Cl:20][C:5]1[C:6]([NH:9][C@@H:10]2[C@@H:15]3[CH2:16][C@@H:12]([CH:13]=[CH:14]3)[C@@H:11]2[C:17]([NH2:19])=[O:18])=[C:7]2[N:8]=[C:24]([C:23]3[CH:26]=[CH:27][CH:28]=[CH:29][C:22]=3[Cl:21])[NH:1][C:2]2=[N:3][CH:4]=1. (7) Given the reactants Br[CH2:2][CH2:3][O:4][CH2:5][CH2:6][O:7][CH3:8].[Cl:9][C:10]1[CH:11]=[C:12]([OH:31])[CH:13]=[CH:14][C:15]=1[CH:16]([CH3:30])[C:17]([OH:29])([C:22]1[CH:27]=[N:26][C:25]([CH3:28])=[CH:24][N:23]=1)[C:18]([F:21])([F:20])[F:19], predict the reaction product. The product is: [Cl:9][C:10]1[CH:11]=[C:12]([O:31][CH2:2][CH2:3][O:4][CH2:5][CH2:6][O:7][CH3:8])[CH:13]=[CH:14][C:15]=1[CH:16]([CH3:30])[C:17]([C:22]1[CH:27]=[N:26][C:25]([CH3:28])=[CH:24][N:23]=1)([OH:29])[C:18]([F:21])([F:19])[F:20]. (8) Given the reactants [C:1]([C:4]1[N:5]=[C:6]([N:9]2[CH2:13][CH2:12][C@H:11](OS(C)(=O)=O)[CH2:10]2)[S:7][CH:8]=1)(=[O:3])[NH2:2].[C:19]([O-:22])(=[S:21])[CH3:20].[K+], predict the reaction product. The product is: [C:19]([S:21][C@@H:11]1[CH2:12][CH2:13][N:9]([C:6]2[S:7][CH:8]=[C:4]([C:1](=[O:3])[NH2:2])[N:5]=2)[CH2:10]1)(=[O:22])[CH3:20]. (9) Given the reactants [NH2:1][C:2]1[CH:7]=[CH:6][C:5]([C:8]2[NH:12][C:11]3[CH:13]=[CH:14][C:15]([NH:17][CH2:18][CH2:19][O:20][CH3:21])=[CH:16][C:10]=3[N:9]=2)=[CH:4][C:3]=1[N+:22]([O-])=O, predict the reaction product. The product is: [CH3:21][O:20][CH2:19][CH2:18][NH:17][C:15]1[CH:14]=[CH:13][C:11]2[NH:12][C:8]([C:5]3[CH:4]=[C:3]([NH2:22])[C:2]([NH2:1])=[CH:7][CH:6]=3)=[N:9][C:10]=2[CH:16]=1. (10) Given the reactants [C:1]([O:5][C:6](=[O:42])[NH:7][CH2:8][CH2:9][CH2:10][CH2:11][N:12]([CH2:28][C:29]1[CH:34]=[CH:33][C:32]([CH:35](OCC)[O:36]CC)=[CH:31][CH:30]=1)[C:13]([NH:15][C@H:16]([C:18]1[C:27]2[C:22](=[CH:23][CH:24]=[CH:25][CH:26]=2)[CH:21]=[CH:20][CH:19]=1)[CH3:17])=[O:14])([CH3:4])([CH3:3])[CH3:2], predict the reaction product. The product is: [CH:35]([C:32]1[CH:33]=[CH:34][C:29]([CH2:28][N:12]([CH2:11][CH2:10][CH2:9][CH2:8][NH:7][C:6](=[O:42])[O:5][C:1]([CH3:2])([CH3:4])[CH3:3])[C:13]([NH:15][C@H:16]([C:18]2[C:27]3[C:22](=[CH:23][CH:24]=[CH:25][CH:26]=3)[CH:21]=[CH:20][CH:19]=2)[CH3:17])=[O:14])=[CH:30][CH:31]=1)=[O:36].